Dataset: Catalyst prediction with 721,799 reactions and 888 catalyst types from USPTO. Task: Predict which catalyst facilitates the given reaction. (1) Reactant: [C@H:1]1([NH:10][C:11]2[CH:20]=[CH:19][C:18]3[C:13](=[CH:14][CH:15]=[C:16]([NH2:21])[CH:17]=3)[N:12]=2)[C:9]2[C:4](=[CH:5][CH:6]=[CH:7][CH:8]=2)[CH2:3][CH2:2]1.C(O)(=O)C.[C:26]([O:30][C:31](=[O:37])[N:32]([CH3:36])[CH2:33][CH:34]=O)([CH3:29])([CH3:28])[CH3:27].C([BH3-])#N.[Na+].C([O-])(O)=O.[Na+]. Product: [C:26]([O:30][C:31](=[O:37])[N:32]([CH2:33][CH2:34][NH:21][C:16]1[CH:17]=[C:18]2[C:13](=[CH:14][CH:15]=1)[N:12]=[C:11]([NH:10][C@H:1]1[C:9]3[C:4](=[CH:5][CH:6]=[CH:7][CH:8]=3)[CH2:3][CH2:2]1)[CH:20]=[CH:19]2)[CH3:36])([CH3:29])([CH3:28])[CH3:27]. The catalyst class is: 5. (2) Reactant: O[O:2][S:3]([O-:5])=O.[K+].[C:7]1([CH:13]([C:33]2[CH:38]=[CH:37][CH:36]=[CH:35][CH:34]=2)[CH2:14][NH:15][C:16]2[N:24]=[C:23](SC)[N:22]=[C:21]3[C:17]=2[N:18]=[CH:19][N:20]3[CH:27]2[CH2:32][CH2:31][CH2:30][CH2:29][O:28]2)[CH:12]=[CH:11][CH:10]=[CH:9][CH:8]=1.[C:39](=O)([O-])O.[Na+]. Product: [C:33]1([CH:13]([C:7]2[CH:12]=[CH:11][CH:10]=[CH:9][CH:8]=2)[CH2:14][NH:15][C:16]2[N:24]=[C:23]([S:3]([CH3:39])(=[O:5])=[O:2])[N:22]=[C:21]3[C:17]=2[N:18]=[CH:19][N:20]3[CH:27]2[CH2:32][CH2:31][CH2:30][CH2:29][O:28]2)[CH:34]=[CH:35][CH:36]=[CH:37][CH:38]=1. The catalyst class is: 283. (3) Reactant: Br[CH2:2][C@H:3]([O:7][C:8]1[CH:13]=[CH:12][C:11]([O:14][CH3:15])=[C:10]([O:16][CH2:17][CH2:18][CH2:19][O:20][CH3:21])[CH:9]=1)[CH:4]([CH3:6])[CH3:5].[C-:22]#[N:23].[Na+].O. Product: [CH3:15][O:14][C:11]1[CH:12]=[CH:13][C:8]([O:7][C@H:3]([CH:4]([CH3:6])[CH3:5])[CH2:2][C:22]#[N:23])=[CH:9][C:10]=1[O:16][CH2:17][CH2:18][CH2:19][O:20][CH3:21]. The catalyst class is: 16.